Predict the product of the given reaction. From a dataset of Forward reaction prediction with 1.9M reactions from USPTO patents (1976-2016). Given the reactants [Cl:1][C:2]1[CH:7]=[CH:6][C:5]([C:8]2[C:14]3[CH:15]=[CH:16][CH:17]=[CH:18][C:13]=3[C:12]3[C:19]([CH3:22])=[N:20][O:21][C:11]=3[CH:10]([C:23]#[N:24])[N:9]=2)=[CH:4][CH:3]=1.Cl.C(O)(C(F)(F)F)=[O:27], predict the reaction product. The product is: [Cl:1][C:2]1[CH:7]=[CH:6][C:5]([C:8]2[C:14]3[CH:15]=[CH:16][CH:17]=[CH:18][C:13]=3[C:12]3[C:19]([CH3:22])=[N:20][O:21][C:11]=3[CH:10]([C:23]([NH2:24])=[O:27])[N:9]=2)=[CH:4][CH:3]=1.